This data is from Catalyst prediction with 721,799 reactions and 888 catalyst types from USPTO. The task is: Predict which catalyst facilitates the given reaction. (1) Reactant: [CH3:1][O:2][C:3]1[C:12]2[C:7](=[CH:8][CH:9]=[CH:10][CH:11]=2)[N:6]=[C:5]([C:13]([N:15]2[CH2:20][CH2:19][C:18]3([CH2:29][C:28](=[O:30])[C:27]4[C:22](=[CH:23][CH:24]=[C:25]([NH:31][C:32](=[O:34])[CH3:33])[CH:26]=4)[O:21]3)[CH2:17][CH2:16]2)=[O:14])[CH:4]=1.[ClH:35].CCOC(C)=O. Product: [ClH:35].[CH3:1][O:2][C:3]1[C:12]2[C:7](=[CH:8][CH:9]=[CH:10][CH:11]=2)[N:6]=[C:5]([C:13]([N:15]2[CH2:16][CH2:17][C:18]3([CH2:29][C:28](=[O:30])[C:27]4[C:22](=[CH:23][CH:24]=[C:25]([NH:31][C:32](=[O:34])[CH3:33])[CH:26]=4)[O:21]3)[CH2:19][CH2:20]2)=[O:14])[CH:4]=1. The catalyst class is: 147. (2) Reactant: C(O[C:4]([N:6]1[CH2:11][CH2:10][C:9]([C:19]2[CH:24]=[CH:23][C:22]([Br:25])=[CH:21][CH:20]=2)([C:12]2[CH:17]=[CH:16][C:15]([Cl:18])=[CH:14][CH:13]=2)[CH2:8][CH2:7]1)=O)C.[H-].[Al+3].[Li+].[H-].[H-].[H-]. Product: [Br:25][C:22]1[CH:23]=[CH:24][C:19]([C:9]2([C:12]3[CH:13]=[CH:14][C:15]([Cl:18])=[CH:16][CH:17]=3)[CH2:10][CH2:11][N:6]([CH3:4])[CH2:7][CH2:8]2)=[CH:20][CH:21]=1. The catalyst class is: 7. (3) Reactant: [O:1]=[C:2]1[C:6]2([CH2:11][CH2:10][O:9][CH2:8][CH2:7]2)[CH2:5][CH2:4][N:3]1[C:12]1[CH:17]=[CH:16][C:15]([C@@H:18]2[CH2:23][CH2:22][C@H:21](OS(C)(=O)=O)[CH2:20][CH2:19]2)=[CH:14][CH:13]=1.[NH:29]1[CH2:33][CH2:32][CH2:31][CH2:30]1.C([O-])([O-])=O.[K+].[K+]. Product: [N:29]1([CH:21]2[CH2:22][CH2:23][CH:18]([C:15]3[CH:16]=[CH:17][C:12]([N:3]4[CH2:4][CH2:5][C:6]5([CH2:7][CH2:8][O:9][CH2:10][CH2:11]5)[C:2]4=[O:1])=[CH:13][CH:14]=3)[CH2:19][CH2:20]2)[CH2:33][CH2:32][CH2:31][CH2:30]1. The catalyst class is: 23. (4) Product: [F:6][C:7]1[CH:8]=[C:9]([N:19]2[C:24](=[O:25])[C:23]3[CH:26]=[CH:27][NH:28][C:22]=3[N:21]=[C:20]2[S:29][CH3:1])[CH:10]=[CH:11][C:12]=1[O:13][CH2:14][C:15]([F:16])([F:17])[F:18]. Reactant: [C:1](=O)([O-])O.[Na+].[F:6][C:7]1[CH:8]=[C:9]([N:19]2[C:24](=[O:25])[C:23]3[CH:26]=[CH:27][NH:28][C:22]=3[NH:21][C:20]2=[S:29])[CH:10]=[CH:11][C:12]=1[O:13][CH2:14][C:15]([F:18])([F:17])[F:16].IC. The catalyst class is: 9. (5) Reactant: [C:1]([C:4]1[N:8]([CH:9]2[C:18]3[C:13](=[CH:14][CH:15]=[CH:16][CH:17]=3)[C:12](=[O:19])[O:11][C:10]2([CH3:21])[CH3:20])[CH:7]=[N:6][CH:5]=1)([CH3:3])=[CH2:2]. Product: [CH:1]([C:4]1[N:8]([CH:9]2[C:18]3[C:13](=[CH:14][CH:15]=[CH:16][CH:17]=3)[C:12](=[O:19])[O:11][C:10]2([CH3:21])[CH3:20])[CH:7]=[N:6][CH:5]=1)([CH3:3])[CH3:2]. The catalyst class is: 19. (6) Reactant: [CH:1]1[C:9]2[C:8]3C=CC=C[C:7]=3[S:6][C:5]=2[CH:4]=[CH:3][CH:2]=1.[Li][CH2:15][CH2:16][CH2:17][CH3:18].[C:19]1(=[O:40])[C:35]2[C:23]([C:24]3[CH:39]=[CH:38][CH:37]=[CH:36][C:25]=3C3[C:34]=2C=C2C=3C=CC=C2)=[CH:22][CH:21]=[CH:20]1. Product: [CH:15]1[C:8]2[C:9]3[CH:1]=[CH:2][CH:3]=[CH:4][C:5]=3[S:6][C:7]=2[C:18]([C:19]2([OH:40])[C:35]3[CH:34]=[CH:20][CH:21]=[CH:22][C:23]=3[C:24]3[C:25]2=[CH:36][CH:37]=[CH:38][CH:39]=3)=[CH:17][CH:16]=1. The catalyst class is: 56. (7) Reactant: [Br:1][C:2]1[CH:3]=[CH:4][C:5]2[S:9][C:8]([CH2:10]Br)=[N:7][C:6]=2[CH:12]=1.[F:13][C:14]1[C:22]([OH:23])=[CH:21][CH:20]=[C:19]([F:24])[C:15]=1[C:16]([NH2:18])=[O:17].C(=O)([O-])[O-].[K+].[K+].O. Product: [Br:1][C:2]1[CH:3]=[CH:4][C:5]2[S:9][C:8]([CH2:10][O:23][C:22]3[C:14]([F:13])=[C:15]([C:19]([F:24])=[CH:20][CH:21]=3)[C:16]([NH2:18])=[O:17])=[N:7][C:6]=2[CH:12]=1. The catalyst class is: 3. (8) Reactant: F[C:2]1[CH:3]=[C:4]([CH:9]([C:11]2[CH:12]=[CH:13][C:14](F)=[C:15]([CH:18]=2)[C:16]#[N:17])C)[CH:5]=[C:6](F)[CH:7]=1.O.[NH2:21][NH2:22]. Product: [CH2:9]([C:11]1[CH:18]=[C:15]2[C:14](=[CH:13][CH:12]=1)[NH:22][N:21]=[C:16]2[NH2:17])[C:4]1[CH:3]=[CH:2][CH:7]=[CH:6][CH:5]=1. The catalyst class is: 51. (9) Reactant: C[O:2][C:3](=[O:33])[C:4]1[CH:9]=[CH:8][C:7]([NH:10][CH2:11][CH2:12][S:13][C:14]([C:27]2[CH:32]=[CH:31][CH:30]=[CH:29][CH:28]=2)([C:21]2[CH:26]=[CH:25][CH:24]=[CH:23][CH:22]=2)[C:15]2[CH:20]=[CH:19][CH:18]=[CH:17][CH:16]=2)=[N:6][CH:5]=1.CO.O.[Li+:37].[OH-]. Product: [C:14]([S:13][CH2:12][CH2:11][NH:10][C:7]1[CH:8]=[CH:9][C:4]([C:3]([O-:33])=[O:2])=[CH:5][N:6]=1)([C:27]1[CH:32]=[CH:31][CH:30]=[CH:29][CH:28]=1)([C:15]1[CH:16]=[CH:17][CH:18]=[CH:19][CH:20]=1)[C:21]1[CH:26]=[CH:25][CH:24]=[CH:23][CH:22]=1.[Li+:37]. The catalyst class is: 1.